From a dataset of Reaction yield outcomes from USPTO patents with 853,638 reactions. Predict the reaction yield, written as a fraction of the theoretical maximum amount of product (1.0 means a 100% yield; for example, 0.34 means a 34% yield). (1) The reactants are Cl.C([O:6]C(=O)[NH:8][C:9]1[CH:13]=[C:12]([C:14]2[CH:19]=[CH:18][C:17]([O:20][CH2:21][CH2:22][NH:23][C:24]([NH2:26])=[O:25])=[CH:16][CH:15]=2)[N:11]([C:27]2[CH:32]=[CH:31][C:30]([O:33][CH3:34])=[CH:29][CH:28]=2)[N:10]=1)(C)(C)C. The catalyst is O1CCOCC1.C(Cl)Cl. The product is [NH4+:8].[OH-:6].[NH2:8][C:9]1[CH:13]=[C:12]([C:14]2[CH:19]=[CH:18][C:17]([O:20][CH2:21][CH2:22][NH:23][C:24]([NH2:26])=[O:25])=[CH:16][CH:15]=2)[N:11]([C:27]2[CH:32]=[CH:31][C:30]([O:33][CH3:34])=[CH:29][CH:28]=2)[N:10]=1. The yield is 0.280. (2) The reactants are [F:1][C:2]1[CH:9]=[CH:8][C:5](C#N)=[C:4]([CH3:10])[CH:3]=1.C[Mg]I.C([O:16][CH2:17][CH3:18])C. The catalyst is C1C=CC=CC=1. The product is [F:1][C:2]1[CH:9]=[CH:8][C:5]([C:17](=[O:16])[CH3:18])=[C:4]([CH3:10])[CH:3]=1. The yield is 0.710. (3) The reactants are [C:1]1(=[O:11])[NH:5][C:4](=[O:6])[C:3]2=[CH:7][CH:8]=[CH:9][CH:10]=[C:2]12.[K].[CH2:13](Br)[CH:14]=[CH2:15]. The catalyst is CN(C=O)C. The product is [CH2:15]([N:5]1[C:1](=[O:11])[C:2]2=[CH:10][CH:9]=[CH:8][CH:7]=[C:3]2[C:4]1=[O:6])[CH:14]=[CH2:13]. The yield is 0.940. (4) The reactants are [CH3:1][O:2][C:3]1[CH:4]=[C:5]([C:11]2[C:22](=[NH:23])[N:21]([CH2:24][CH3:25])[C:14]3[N:15]=[C:16]([S:19][CH3:20])[N:17]=[CH:18][C:13]=3[CH:12]=2)[CH:6]=[C:7]([O:9][CH3:10])[CH:8]=1.[C:26](OC(=O)C)(=[O:28])[CH3:27]. The product is [CH3:10][O:9][C:7]1[CH:6]=[C:5]([C:11]2[C:22](=[N:23][C:26](=[O:28])[CH3:27])[N:21]([CH2:24][CH3:25])[C:14]3[N:15]=[C:16]([S:19][CH3:20])[N:17]=[CH:18][C:13]=3[CH:12]=2)[CH:4]=[C:3]([O:2][CH3:1])[CH:8]=1. The yield is 0.780. The catalyst is COC(C)(C)C. (5) The catalyst is CS(C)=O. The product is [CH3:1][O:2][C:3]([C:5]1[CH:14]=[C:13]([O:15][CH3:18])[C:12]2[C:7](=[C:8]([Br:17])[CH:9]=[C:10]([F:16])[CH:11]=2)[N:6]=1)=[O:4]. The yield is 0.930. The reactants are [CH3:1][O:2][C:3]([C:5]1[NH:6][C:7]2[C:12]([C:13](=[O:15])[CH:14]=1)=[CH:11][C:10]([F:16])=[CH:9][C:8]=2[Br:17])=[O:4].[C:18]([O-])([O-])=O.[K+].[K+].CI.O. (6) The reactants are [O-]S(C(F)(F)[F:6])(=O)=O.F[N+]1C(Cl)=CC=CC=1Cl.[F:18][C:19]1[C:36]([NH:37][S:38]([CH2:41][CH2:42][CH3:43])(=[O:40])=[O:39])=[CH:35][CH:34]=[C:33]([F:44])[C:20]=1[C:21]([NH:23][C:24]1[CH:25]=[C:26]2[CH:32]=[CH:31][NH:30][C:27]2=[N:28][CH:29]=1)=[O:22]. The catalyst is CC#N.CCOC(C)=O. The yield is 0.260. The product is [F:18][C:19]1[C:36]([NH:37][S:38]([CH2:41][CH2:42][CH3:43])(=[O:40])=[O:39])=[CH:35][CH:34]=[C:33]([F:44])[C:20]=1[C:21]([NH:23][C:24]1[CH:25]=[C:26]2[C:32]([F:6])=[CH:31][NH:30][C:27]2=[N:28][CH:29]=1)=[O:22]. (7) The yield is 0.550. The reactants are C[O:2][C:3]([C:5]1[N:6]([CH2:11][C:12]([C:14]2[CH:19]=[CH:18][C:17]([O:20][CH3:21])=[CH:16][CH:15]=2)=O)[C:7]([Br:10])=[CH:8][CH:9]=1)=O.C([O-])(=O)C.[NH4+:26].O. The catalyst is C(O)(=O)C.O1CCOCC1. The product is [Br:10][C:7]1[N:6]2[CH:11]=[C:12]([C:14]3[CH:19]=[CH:18][C:17]([O:20][CH3:21])=[CH:16][CH:15]=3)[NH:26][C:3](=[O:2])[C:5]2=[CH:9][CH:8]=1. (8) The reactants are [C:1]([C:3]1[C:8]([CH3:9])=[CH:7][C:6]([N+:10]([O-])=O)=[CH:5][N:4]=1)#[N:2].[Cl-].[Ca+2].[Cl-]. The catalyst is C(O)C.[Fe]. The product is [NH2:10][C:6]1[CH:7]=[C:8]([CH3:9])[C:3]([C:1]#[N:2])=[N:4][CH:5]=1. The yield is 0.810.